From a dataset of Reaction yield outcomes from USPTO patents with 853,638 reactions. Predict the reaction yield, written as a fraction of the theoretical maximum amount of product (1.0 means a 100% yield; for example, 0.34 means a 34% yield). (1) The reactants are C(Cl)(=O)C(Cl)=O.CS(C)=O.[OH:11][CH2:12][C:13]1[C:18](=[O:19])[CH:17]=[CH:16][N:15]([C:20]2[CH:25]=[CH:24][CH:23]=[C:22]([C:26]([F:29])([F:28])[F:27])[CH:21]=2)[N:14]=1.CCN(CC)CC. The catalyst is C1COCC1.Cl. The product is [O:19]=[C:18]1[CH:17]=[CH:16][N:15]([C:20]2[CH:25]=[CH:24][CH:23]=[C:22]([C:26]([F:29])([F:28])[F:27])[CH:21]=2)[N:14]=[C:13]1[CH:12]=[O:11]. The yield is 0.510. (2) The yield is 0.260. The reactants are [Cl:1][C:2]1[C:10]2[N:9]=[C:8]([O:11][C:12]3[C:17]([CH3:18])=[CH:16][C:15]([Cl:19])=[CH:14][C:13]=3[Cl:20])[N:7]([CH3:21])[C:6]=2[C:5]([CH:22]([CH2:26][CH3:27])[CH2:23][CH:24]=[O:25])=[CH:4][CH:3]=1.P([O-])(O)(O)=[O:29].[Na+].Cl([O-])=O.[Na+].Cl. The product is [Cl:1][C:2]1[C:10]2[N:9]=[C:8]([O:11][C:12]3[C:17]([CH3:18])=[CH:16][C:15]([Cl:19])=[CH:14][C:13]=3[Cl:20])[N:7]([CH3:21])[C:6]=2[C:5]([CH:22]([CH2:26][CH3:27])[CH2:23][C:24]([OH:29])=[O:25])=[CH:4][CH:3]=1. The catalyst is CC(O)C.CC(=CC)C.O.S([O-])([O-])(=O)=S.[Na+].[Na+].